Dataset: Forward reaction prediction with 1.9M reactions from USPTO patents (1976-2016). Task: Predict the product of the given reaction. (1) Given the reactants C(OC([NH:8][C@@H:9]1[CH2:14][CH2:13][CH2:12][CH2:11][C@H:10]1[C:15]([N:17]1[CH2:22][CH2:21][CH:20]([CH2:23][C:24]([OH:26])=O)[CH2:19][CH2:18]1)=[O:16])=O)(C)(C)C.[Cl:27][C:28]1[CH:29]=[C:30]([CH:32]=[C:33]([Cl:35])[CH:34]=1)[NH2:31].CN(C(ON1N=NC2C=CC=NC1=2)=[N+](C)C)C.F[P-](F)(F)(F)(F)F.CCN(C(C)C)C(C)C, predict the reaction product. The product is: [NH2:8][C@@H:9]1[CH2:14][CH2:13][CH2:12][CH2:11][C@H:10]1[C:15]([N:17]1[CH2:18][CH2:19][CH:20]([CH2:23][C:24]([NH:31][C:30]2[CH:29]=[C:28]([Cl:27])[CH:34]=[C:33]([Cl:35])[CH:32]=2)=[O:26])[CH2:21][CH2:22]1)=[O:16]. (2) Given the reactants C(OP([CH2:9][C:10]([O:12][CH2:13][CH3:14])=[O:11])(OCC)=O)C.[H-].[Na+].[F:17][C:18]1[CH:25]=[C:24]([O:26][CH3:27])[CH:23]=[C:22]([F:28])[C:19]=1[CH:20]=O, predict the reaction product. The product is: [F:17][C:18]1[CH:25]=[C:24]([O:26][CH3:27])[CH:23]=[C:22]([F:28])[C:19]=1/[CH:20]=[CH:9]/[C:10]([O:12][CH2:13][CH3:14])=[O:11]. (3) Given the reactants [CH3:1][C:2]1[CH:3]=[N:4][C:5]([CH2:11][S+:12]([O-:24])[C:13]2[NH:14][C:15]3[CH:16]=[CH:17][C:18]([O:22][CH3:23])=[CH:19][C:20]=3[N:21]=2)=[C:6]([CH3:10])[C:7]=1[O:8][CH3:9].C[O-].[Na+:27].CO.CC(C)=O, predict the reaction product. The product is: [CH3:1][C:2]1[CH:3]=[N:4][C:5]([CH2:11][S+:12]([O-:24])[C:13]2[N-:14][C:15]3[CH:16]=[CH:17][C:18]([O:22][CH3:23])=[CH:19][C:20]=3[N:21]=2)=[C:6]([CH3:10])[C:7]=1[O:8][CH3:9].[Na+:27].